From a dataset of Forward reaction prediction with 1.9M reactions from USPTO patents (1976-2016). Predict the product of the given reaction. (1) Given the reactants [CH:1]1([CH:6]([C:10]2[CH:15]=[CH:14][C:13]([CH2:16][N:17]3[C:22](=[O:23])[CH2:21][O:20][C:19]([C:24]4[CH:29]=[CH:28][CH:27]=[CH:26][CH:25]=4)=[N:18]3)=[CH:12][CH:11]=2)[C:7](O)=[O:8])[CH2:5][CH2:4][CH2:3][CH2:2]1.[NH2:30][C:31]1[CH:39]=[CH:38][CH:37]=[C:36]2[C:32]=1[CH2:33][C:34]([CH3:44])([C:40]([O:42][CH3:43])=[O:41])[CH2:35]2.N1C=CC=CC=1, predict the reaction product. The product is: [CH:1]1([CH:6]([C:10]2[CH:15]=[CH:14][C:13]([CH2:16][N:17]3[C:22](=[O:23])[CH2:21][O:20][C:19]([C:24]4[CH:29]=[CH:28][CH:27]=[CH:26][CH:25]=4)=[N:18]3)=[CH:12][CH:11]=2)[C:7]([NH:30][C:31]2[CH:39]=[CH:38][CH:37]=[C:36]3[C:32]=2[CH2:33][C:34]([CH3:44])([C:40]([O:42][CH3:43])=[O:41])[CH2:35]3)=[O:8])[CH2:5][CH2:4][CH2:3][CH2:2]1. (2) Given the reactants [Cl:1][C:2]1[CH:3]=[C:4]([C:8]2[C:24]([CH3:25])=[C:11]3[N:12]=[C:13]([CH3:23])[C:14]([CH2:17][C:18]([O:20][CH2:21][CH3:22])=[O:19])=[C:15](O)[N:10]3[N:9]=2)[CH:5]=[CH:6][CH:7]=1.CN(C)C1C=CC=CC=1.O=P(Cl)(Cl)[Cl:37], predict the reaction product. The product is: [Cl:37][C:15]1[N:10]2[N:9]=[C:8]([C:4]3[CH:5]=[CH:6][CH:7]=[C:2]([Cl:1])[CH:3]=3)[C:24]([CH3:25])=[C:11]2[N:12]=[C:13]([CH3:23])[C:14]=1[CH2:17][C:18]([O:20][CH2:21][CH3:22])=[O:19]. (3) The product is: [Br:13][C:10]1[C:11]2[O:12][C:14]([C:15]([CH3:20])([CH3:19])[CH3:16])=[N:1][C:2]=2[CH:3]=[C:4]([C:5]([O:7][CH3:8])=[O:6])[CH:9]=1. Given the reactants [NH2:1][C:2]1[CH:3]=[C:4]([CH:9]=[C:10]([Br:13])[C:11]=1[OH:12])[C:5]([O:7][CH3:8])=[O:6].[CH3:14][C:15]([CH3:20])([CH3:19])[C:16](O)=O.C1(P(C2C=CC=CC=2)C2C=CC=CC=2)C=CC=CC=1.ClC(Cl)(Cl)C#N, predict the reaction product.